The task is: Regression. Given a peptide amino acid sequence and an MHC pseudo amino acid sequence, predict their binding affinity value. This is MHC class I binding data.. This data is from Peptide-MHC class I binding affinity with 185,985 pairs from IEDB/IMGT. (1) The peptide sequence is SMLGIWFFT. The MHC is HLA-A02:01 with pseudo-sequence HLA-A02:01. The binding affinity (normalized) is 1.00. (2) The peptide sequence is KLGALTGTYI. The MHC is HLA-A02:02 with pseudo-sequence HLA-A02:02. The binding affinity (normalized) is 0.657. (3) The peptide sequence is ALVSDCASTI. The MHC is HLA-A02:01 with pseudo-sequence HLA-A02:01. The binding affinity (normalized) is 0.605. (4) The peptide sequence is LVSAGIRKV. The MHC is HLA-B44:02 with pseudo-sequence HLA-B44:02. The binding affinity (normalized) is 0.0635. (5) The peptide sequence is SVKERGPAY. The MHC is HLA-B07:02 with pseudo-sequence HLA-B07:02. The binding affinity (normalized) is 0.0847. (6) The peptide sequence is TPFEVETRL. The MHC is HLA-B35:01 with pseudo-sequence HLA-B35:01. The binding affinity (normalized) is 0.851. (7) The peptide sequence is GPDDQIGYY. The MHC is HLA-A30:02 with pseudo-sequence HLA-A30:02. The binding affinity (normalized) is 0.279. (8) The peptide sequence is LLWAARPRL. The MHC is HLA-B51:01 with pseudo-sequence HLA-B51:01. The binding affinity (normalized) is 0. (9) The peptide sequence is MVKNNKIQK. The MHC is HLA-B15:03 with pseudo-sequence HLA-B15:03. The binding affinity (normalized) is 0.153.